From a dataset of Retrosynthesis with 50K atom-mapped reactions and 10 reaction types from USPTO. Predict the reactants needed to synthesize the given product. (1) Given the product CC(=Cc1ccccc1)c1ccc2c(c1)C(C)(C)CCN2C, predict the reactants needed to synthesize it. The reactants are: CC(c1ccc2c(c1)C(C)(C)CCN2C)[P+](c1ccccc1)(c1ccccc1)c1ccccc1. (2) Given the product COCOc1ccc(C2COc3cc(OCOC)ccc3C2(O)c2ccc(OCCCCCCl)cc2)cc1, predict the reactants needed to synthesize it. The reactants are: COCOc1ccc(C2COc3cc(OCOC)ccc3C2(O)c2ccc(O)cc2)cc1.ClCCCCCBr. (3) Given the product Fc1cc(CBr)ccn1, predict the reactants needed to synthesize it. The reactants are: Cc1ccnc(F)c1.O=C1CCC(=O)N1Br. (4) The reactants are: COc1cc(C=O)ccc1S(=O)(=O)N(C)C. Given the product COc1cc(CO)ccc1S(=O)(=O)N(C)C, predict the reactants needed to synthesize it. (5) The reactants are: CC(C)(C)OC(=O)OC(=O)OC(C)(C)C.Cc1nc(NC(=O)OC(C)(C)C)sc1Br. Given the product Cc1nc(N(C(=O)OC(C)(C)C)C(=O)OC(C)(C)C)sc1Br, predict the reactants needed to synthesize it. (6) Given the product CCOC(=O)CCc1cn(Cc2ccc(OCCBr)cc2)nc1-c1ccccc1, predict the reactants needed to synthesize it. The reactants are: BrCCBr.CCOC(=O)CCc1cn(Cc2ccc(O)cc2)nc1-c1ccccc1.